This data is from Catalyst prediction with 721,799 reactions and 888 catalyst types from USPTO. The task is: Predict which catalyst facilitates the given reaction. Reactant: F[C:2]1[N:7]2[CH:8]=[C:9]([CH2:11][N:12]3[C@H:25]4[C@H:16]([CH2:17][CH2:18][C:19]5[C:24]4=[N:23][CH:22]=[CH:21][CH:20]=5)[CH2:15][CH2:14][CH2:13]3)[N:10]=[C:6]2[CH:5]=[CH:4][CH:3]=1.[NH:26]1[CH2:31][CH2:30][CH:29]([CH2:32][NH:33][C:34](=[O:40])[O:35][C:36]([CH3:39])([CH3:38])[CH3:37])[CH2:28][CH2:27]1.O. Product: [N:12]1([CH2:11][C:9]2[N:10]=[C:6]3[CH:5]=[CH:4][CH:3]=[C:2]([N:26]4[CH2:31][CH2:30][CH:29]([CH2:32][NH:33][C:34](=[O:40])[O:35][C:36]([CH3:38])([CH3:37])[CH3:39])[CH2:28][CH2:27]4)[N:7]3[CH:8]=2)[C@H:25]2[C@H:16]([CH2:17][CH2:18][C:19]3[C:24]2=[N:23][CH:22]=[CH:21][CH:20]=3)[CH2:15][CH2:14][CH2:13]1. The catalyst class is: 60.